Dataset: Forward reaction prediction with 1.9M reactions from USPTO patents (1976-2016). Task: Predict the product of the given reaction. Given the reactants [CH3:1][O:2][C:3](=[O:20])[CH:4]([C:13]1[CH:18]=[CH:17][CH:16]=[CH:15][C:14]=1[Cl:19])N1CC(=O)CC(S)C1.CC(OC(CP(OC)(OC)=O)=O)(C)C.[H-].[Na+].ClCCl, predict the reaction product. The product is: [CH3:1][O:2][C:3](=[O:20])[CH2:4][C:13]1[CH:18]=[CH:17][CH:16]=[CH:15][C:14]=1[Cl:19].